Dataset: Full USPTO retrosynthesis dataset with 1.9M reactions from patents (1976-2016). Task: Predict the reactants needed to synthesize the given product. (1) The reactants are: [CH2:1]([C:3]1[C:4]([O:15]C)=[N:5][C:6]([CH3:14])=[C:7]([C:9]2[O:10][CH:11]=[N:12][N:13]=2)[CH:8]=1)[CH3:2].[I-].[Na+].Cl[Si](C)(C)C. Given the product [CH2:1]([C:3]1[C:4](=[O:15])[NH:5][C:6]([CH3:14])=[C:7]([C:9]2[O:10][CH:11]=[N:12][N:13]=2)[CH:8]=1)[CH3:2], predict the reactants needed to synthesize it. (2) Given the product [NH2:1][C:2](=[O:36])[C@@H:3]([NH:20][C:21]([C@@H:23]1[CH2:28][CH2:27][CH2:26][CH2:25][N:24]1[C:29]([O:31][C:32]([CH3:35])([CH3:33])[CH3:34])=[O:30])=[O:22])[CH2:4][C:5]1[CH:6]=[CH:7][C:8]([C:38]2[CH:48]=[CH:47][C:41]3[N:42]([CH3:46])[C:43](=[O:45])[S:44][C:40]=3[CH:39]=2)=[CH:9][CH:10]=1, predict the reactants needed to synthesize it. The reactants are: [NH2:1][C:2](=[O:36])[C@@H:3]([NH:20][C:21]([C@@H:23]1[CH2:28][CH2:27][CH2:26][CH2:25][N:24]1[C:29]([O:31][C:32]([CH3:35])([CH3:34])[CH3:33])=[O:30])=[O:22])[CH2:4][C:5]1[CH:10]=[CH:9][C:8](B2OC(C)(C)C(C)(C)O2)=[CH:7][CH:6]=1.Br[C:38]1[CH:48]=[CH:47][C:41]2[N:42]([CH3:46])[C:43](=[O:45])[S:44][C:40]=2[CH:39]=1. (3) The reactants are: [CH3:1][C:2]1[CH:3]=[CH:4][C:5]([C@H:8]2[CH2:10][C@@H:9]2[CH2:11][OH:12])=[N:6][CH:7]=1.[H-].[Na+].[Br:15][C:16]1[C:17](Cl)=[N:18][C:19]([CH3:22])=[N:20][CH:21]=1.C(=O)(O)[O-].[Na+]. Given the product [Br:15][C:16]1[C:17]([O:12][CH2:11][C@H:9]2[CH2:10][C@@H:8]2[C:5]2[CH:4]=[CH:3][C:2]([CH3:1])=[CH:7][N:6]=2)=[N:18][C:19]([CH3:22])=[N:20][CH:21]=1, predict the reactants needed to synthesize it.